Predict the product of the given reaction. From a dataset of Forward reaction prediction with 1.9M reactions from USPTO patents (1976-2016). (1) Given the reactants I[C:2]1[CH:7]=[CH:6][C:5]([C:8]2([OH:18])[CH2:17][CH2:16][C:11]3([O:15][CH2:14][CH2:13][O:12]3)[CH2:10][CH2:9]2)=[CH:4][CH:3]=1.[Cl-].Br[C:21]1[N:26]=[CH:25][CH:24]=[CH:23][N:22]=1, predict the reaction product. The product is: [N:22]1[CH:23]=[CH:24][CH:25]=[N:26][C:21]=1[C:2]1[CH:7]=[CH:6][C:5]([C:8]2([OH:18])[CH2:17][CH2:16][C:11]3([O:15][CH2:14][CH2:13][O:12]3)[CH2:10][CH2:9]2)=[CH:4][CH:3]=1. (2) Given the reactants N=C=N.[C:4]([OH:8])(=O)[CH2:5][OH:6].ON1C2C=CC=CC=2N=N1.Cl.[NH2:20][CH2:21][C:22]1[CH:27]=[CH:26][C:25]([N:28]2[CH:33]=[CH:32][C:31]([O:34][CH2:35][C:36]3[CH:41]=[CH:40][CH:39]=[CH:38][CH:37]=3)=[C:30]([Br:42])[C:29]2=[O:43])=[CH:24][CH:23]=1.CN=C=O, predict the reaction product. The product is: [CH2:35]([O:34][C:31]1[CH:32]=[CH:33][N:28]([C:25]2[CH:24]=[CH:23][C:22]([CH2:21][NH:20][C:4](=[O:8])[CH2:5][OH:6])=[CH:27][CH:26]=2)[C:29](=[O:43])[C:30]=1[Br:42])[C:36]1[CH:37]=[CH:38][CH:39]=[CH:40][CH:41]=1. (3) Given the reactants C(OC(=O)[NH:7][C@H:8]1[CH2:12][CH2:11][N:10]([C@@H:13]([CH2:19][NH:20][C:21]([O:23][CH2:24][C:25]2[CH:30]=[CH:29][CH:28]=[CH:27][CH:26]=2)=[O:22])[C@@H:14]([OH:18])[C:15]#[C:16][CH3:17])[C:9]1=[O:31])(C)(C)C.C(O)(C(F)(F)F)=O.C(N(CC)C(C)C)(C)C.[C:49]([NH:56][C:57]1[CH:65]=[CH:64][C:63]([C:66]([F:69])([F:68])[F:67])=[CH:62][C:58]=1[C:59]([OH:61])=O)([O:51][C:52]([CH3:55])([CH3:54])[CH3:53])=[O:50].CN(C(ON1N=NC2C=CC=NC1=2)=[N+](C)C)C.F[P-](F)(F)(F)(F)F, predict the reaction product. The product is: [C:52]([O:51][C:49](=[O:50])[NH:56][C:57]1[CH:65]=[CH:64][C:63]([C:66]([F:69])([F:68])[F:67])=[CH:62][C:58]=1[C:59](=[O:61])[NH:7][C@H:8]1[CH2:12][CH2:11][N:10]([C@@H:13]([CH2:19][NH:20][C:21]([O:23][CH2:24][C:25]2[CH:30]=[CH:29][CH:28]=[CH:27][CH:26]=2)=[O:22])[C@@H:14]([OH:18])[C:15]#[C:16][CH3:17])[C:9]1=[O:31])([CH3:53])([CH3:55])[CH3:54]. (4) Given the reactants [Br:1][C:2]1[CH:3]=[CH:4][C:5](F)=[C:6]([CH:9]=1)[CH:7]=[O:8].[CH3:11][CH:12]1[CH2:17][CH2:16][CH2:15][CH2:14][NH:13]1.C(=O)([O-])[O-].[Na+].[Na+], predict the reaction product. The product is: [Br:1][C:2]1[CH:3]=[CH:4][C:5]([N:13]2[CH2:14][CH2:15][CH2:16][CH2:17][CH:12]2[CH3:11])=[C:6]([CH:9]=1)[CH:7]=[O:8]. (5) Given the reactants Cl[C:2]1[CH:11]=[CH:10][C:9]2[C:4](=[CH:5][CH:6]=[CH:7][C:8]=2[NH:12][S:13]([C:16]2[CH:21]=[CH:20][C:19]([F:22])=[CH:18][CH:17]=2)(=[O:15])=[O:14])[N:3]=1.[NH2:23][C@H:24]1[C:32]2[C:27](=[CH:28][CH:29]=[CH:30][CH:31]=2)[CH2:26][CH2:25]1, predict the reaction product. The product is: [F:22][C:19]1[CH:20]=[CH:21][C:16]([S:13]([NH:12][C:8]2[CH:7]=[CH:6][CH:5]=[C:4]3[C:9]=2[CH:10]=[CH:11][C:2]([NH:23][C@H:24]2[C:32]4[C:27](=[CH:28][CH:29]=[CH:30][CH:31]=4)[CH2:26][CH2:25]2)=[N:3]3)(=[O:15])=[O:14])=[CH:17][CH:18]=1. (6) Given the reactants [CH2:1]([O:8][C@@H:9]1[C@@H:14]([O:15][CH2:16][C:17]2[CH:22]=[CH:21][CH:20]=[CH:19][CH:18]=2)[C@H:13]([O:23][CH2:24][C:25]2[CH:30]=[CH:29][CH:28]=[CH:27][CH:26]=2)[C@@H:12]([CH2:31][O:32][CH2:33][C:34]2[CH:39]=[CH:38][CH:37]=[CH:36][CH:35]=2)[O:11][CH:10]1[OH:40])[C:2]1[CH:7]=[CH:6][CH:5]=[CH:4][CH:3]=1.C(OC(=O)C)(=O)C, predict the reaction product. The product is: [CH2:1]([O:8][C@@H:9]1[C@@H:14]([O:15][CH2:16][C:17]2[CH:22]=[CH:21][CH:20]=[CH:19][CH:18]=2)[C@H:13]([O:23][CH2:24][C:25]2[CH:26]=[CH:27][CH:28]=[CH:29][CH:30]=2)[C@@H:12]([CH2:31][O:32][CH2:33][C:34]2[CH:35]=[CH:36][CH:37]=[CH:38][CH:39]=2)[O:11][C:10]1=[O:40])[C:2]1[CH:7]=[CH:6][CH:5]=[CH:4][CH:3]=1. (7) Given the reactants [CH3:1][N:2]1[C:14]2[C:13](=[O:15])[C:12]3[CH:11]=[C:10]([CH3:16])[CH:9]=[CH:8][C:7]=3[N:6]([CH2:17][C:18]#[N:19])[C:5]=2[CH:4]=[N:3]1.[OH-:20].[K+].O, predict the reaction product. The product is: [CH3:1][N:2]1[C:14]2[C:13](=[O:15])[C:12]3[CH:11]=[C:10]([CH3:16])[CH:9]=[CH:8][C:7]=3[N:6]([CH2:17][C:18]([NH2:19])=[O:20])[C:5]=2[CH:4]=[N:3]1.